This data is from NCI-60 drug combinations with 297,098 pairs across 59 cell lines. The task is: Regression. Given two drug SMILES strings and cell line genomic features, predict the synergy score measuring deviation from expected non-interaction effect. Cell line: COLO 205. Drug 1: C(=O)(N)NO. Synergy scores: CSS=20.7, Synergy_ZIP=-2.54, Synergy_Bliss=3.29, Synergy_Loewe=2.58, Synergy_HSA=4.10. Drug 2: CNC(=O)C1=NC=CC(=C1)OC2=CC=C(C=C2)NC(=O)NC3=CC(=C(C=C3)Cl)C(F)(F)F.